Dataset: Reaction yield outcomes from USPTO patents with 853,638 reactions. Task: Predict the reaction yield, written as a fraction of the theoretical maximum amount of product (1.0 means a 100% yield; for example, 0.34 means a 34% yield). (1) The reactants are [CH3:1][N:2]1[CH2:10][C:9]2[C:8]([N:11]3[CH2:16][CH2:15][O:14][CH2:13][C@@H:12]3[CH3:17])=[N:7][C:6]([C:18]3[CH:24]=[CH:23][C:21]([NH2:22])=[CH:20][CH:19]=3)=[N:5][C:4]=2[CH2:3]1.C([O-])(O)=O.[Na+].Cl[C:31]([O:33][C:34]1[CH:39]=[CH:38][CH:37]=[CH:36][CH:35]=1)=[O:32]. The catalyst is C1COCC1. The product is [CH3:1][N:2]1[CH2:10][C:9]2[C:8]([N:11]3[CH2:16][CH2:15][O:14][CH2:13][C@@H:12]3[CH3:17])=[N:7][C:6]([C:18]3[CH:24]=[CH:23][C:21]([NH:22][C:31](=[O:32])[O:33][C:34]4[CH:39]=[CH:38][CH:37]=[CH:36][CH:35]=4)=[CH:20][CH:19]=3)=[N:5][C:4]=2[CH2:3]1. The yield is 1.00. (2) The reactants are [OH:1][C:2]1[CH:11]=[C:10]([O:12][CH3:13])[CH:9]=[C:8]2[C:3]=1[C:4](=[O:14])[NH:5][CH:6]=[N:7]2.C[Si]([N-][Si](C)(C)C)(C)C.[Li+].C1COCC1.[C:30]([O:36][CH2:37]Cl)(=[O:35])[C:31]([CH3:34])([CH3:33])[CH3:32]. The catalyst is CN(C=O)C. The product is [C:30]([O:36][CH2:37][N:5]1[C:4](=[O:14])[C:3]2[C:8](=[CH:9][C:10]([O:12][CH3:13])=[CH:11][C:2]=2[OH:1])[N:7]=[CH:6]1)(=[O:35])[C:31]([CH3:34])([CH3:33])[CH3:32]. The yield is 0.810. (3) The reactants are [F:1][C:2]([F:19])([F:18])[C:3]1[CH:4]=[C:5]([CH:15]=[CH:16][CH:17]=1)[O:6][C:7]1[CH:8]=[C:9]([CH:13]=[O:14])[CH:10]=[CH:11][CH:12]=1.CC(C)=[O:22].OS(O)(=O)=O.O=[Cr](=O)=O.C(O)(C)C. The catalyst is CC(C)=O. The product is [F:1][C:2]([F:18])([F:19])[C:3]1[CH:4]=[C:5]([CH:15]=[CH:16][CH:17]=1)[O:6][C:7]1[CH:8]=[C:9]([CH:10]=[CH:11][CH:12]=1)[C:13]([OH:22])=[O:14]. The yield is 0.430. (4) The reactants are [O:1]1[CH2:6][CH2:5][N:4]([C:7]2[S:8][N:9]=[C:10]3[CH:15]=[C:14](Br)[CH:13]=[N:12][C:11]=23)[CH2:3][CH2:2]1.[CH3:17][O:18][C:19]1[CH:24]=[C:23]([O:25][CH3:26])[CH:22]=[CH:21][C:20]=1B(O)O.C([O-])([O-])=O.[K+].[K+]. The catalyst is C1C=CC([P]([Pd]([P](C2C=CC=CC=2)(C2C=CC=CC=2)C2C=CC=CC=2)([P](C2C=CC=CC=2)(C2C=CC=CC=2)C2C=CC=CC=2)[P](C2C=CC=CC=2)(C2C=CC=CC=2)C2C=CC=CC=2)(C2C=CC=CC=2)C2C=CC=CC=2)=CC=1. The product is [CH3:17][O:18][C:19]1[CH:24]=[C:23]([O:25][CH3:26])[CH:22]=[CH:21][C:20]=1[C:14]1[CH:13]=[N:12][C:11]2=[C:7]([N:4]3[CH2:5][CH2:6][O:1][CH2:2][CH2:3]3)[S:8][N:9]=[C:10]2[CH:15]=1. The yield is 0.730. (5) The product is [CH3:38][C:36]1([CH2:39][O:21][C:18]2[CH:19]=[CH:20][C:15]([N:12]3[CH2:13][CH2:14][N:9]([C:6]4[CH:5]=[CH:4][C:3]([C:2]([F:1])([F:22])[F:23])=[CH:8][CH:7]=4)[CH2:10][CH2:11]3)=[CH:16][CH:17]=2)[O:37][C:27]2=[N:31][C:30]([N+:32]([O-:34])=[O:33])=[CH:29][N:28]2[CH2:35]1. The reactants are [F:1][C:2]([F:23])([F:22])[C:3]1[CH:8]=[CH:7][C:6]([N:9]2[CH2:14][CH2:13][N:12]([C:15]3[CH:20]=[CH:19][C:18]([OH:21])=[CH:17][CH:16]=3)[CH2:11][CH2:10]2)=[CH:5][CH:4]=1.[H-].[Na+].Cl[C:27]1[N:28]([CH2:35][C:36]2([CH3:39])[CH2:38][O:37]2)[CH:29]=[C:30]([N+:32]([O-:34])=[O:33])[N:31]=1. The catalyst is CN(C=O)C. The yield is 0.380. (6) The reactants are [C:1]12[C:7](=[CH:8][CH:9]=[CH:10][CH:11]=1)[NH:6]C(=O)[O:4][C:2]2=O.C(N(CC)CC)C.Cl.[F:21][C:22]([F:26])([F:25])[CH2:23][NH2:24]. The catalyst is O. The product is [NH2:6][C:7]1[CH:8]=[CH:9][CH:10]=[CH:11][C:1]=1[C:2]([NH:24][CH2:23][C:22]([F:26])([F:25])[F:21])=[O:4]. The yield is 0.510. (7) The reactants are [OH:1][C:2]1[CH:7]=[CH:6][C:5]([N:8]2[C:13](=[O:14])[C:12]([CH2:15][C:16]3[CH:21]=[CH:20][C:19]([C:22]4[C:23]([C:28]#[N:29])=[CH:24][CH:25]=[CH:26][CH:27]=4)=[CH:18][CH:17]=3)=[C:11]([CH2:30][CH2:31][CH3:32])[N:10]=[C:9]2[CH3:33])=[CH:4][CH:3]=1.[CH3:34][CH:35](O)[CH2:36][C:37]#[CH:38].C1(P(C2C=CC=CC=2)C2C=CC=CC=2)C=CC=CC=1.[N:60]([C:61]([O:63]C(C)C)=[O:62])=[N:60][C:61]([O:63]C(C)C)=[O:62]. The catalyst is O1CCCC1.O.C(OCC)(=O)C. The product is [CH3:33][C:9]1[N:8]([C:5]2[CH:4]=[CH:3][C:2]([O:1][CH:35]([CH3:34])[CH2:36][C:37]#[CH:38])=[CH:7][CH:6]=2)[C:13](=[O:14])[C:12]([CH2:15][C:16]2[CH:21]=[CH:20][C:19]([C:22]3[CH:27]=[CH:26][CH:25]=[CH:24][C:23]=3[C:28]3[NH:60][C:61](=[O:62])[O:63][N:29]=3)=[CH:18][CH:17]=2)=[C:11]([CH2:30][CH2:31][CH3:32])[N:10]=1. The yield is 0.0600.